From a dataset of Forward reaction prediction with 1.9M reactions from USPTO patents (1976-2016). Predict the product of the given reaction. Given the reactants [Cl:1][C:2]1[C:3]([C:15]2[CH:20]=[CH:19][CH:18]=[C:17]([NH:21][CH2:22][C:23]3[CH:28]=[CH:27][CH:26]=[C:25]([F:29])[CH:24]=3)[N:16]=2)=[CH:4][C:5]([NH:8][CH:9]2[CH2:14][CH2:13][NH:12][CH2:11][CH2:10]2)=[N:6][CH:7]=1.[CH2:30]([S:32](Cl)(=[O:34])=[O:33])[CH3:31], predict the reaction product. The product is: [Cl:1][C:2]1[C:3]([C:15]2[CH:20]=[CH:19][CH:18]=[C:17]([NH:21][CH2:22][C:23]3[CH:28]=[CH:27][CH:26]=[C:25]([F:29])[CH:24]=3)[N:16]=2)=[CH:4][C:5]([NH:8][CH:9]2[CH2:10][CH2:11][N:12]([S:32]([CH2:30][CH3:31])(=[O:34])=[O:33])[CH2:13][CH2:14]2)=[N:6][CH:7]=1.